From a dataset of Catalyst prediction with 721,799 reactions and 888 catalyst types from USPTO. Predict which catalyst facilitates the given reaction. Reactant: [CH3:1][O:2][C:3]1[CH:10]=[CH:9][C:6]([CH2:7][OH:8])=[CH:5][CH:4]=1.[H-].[Na+].[Cl:13][C:14]1[CH:19]=[C:18](Cl)[N:17]=[C:16]([S:21][CH3:22])[N:15]=1.O. Product: [Cl:13][C:14]1[CH:19]=[C:18]([O:8][CH2:7][C:6]2[CH:9]=[CH:10][C:3]([O:2][CH3:1])=[CH:4][CH:5]=2)[N:17]=[C:16]([S:21][CH3:22])[N:15]=1. The catalyst class is: 198.